Dataset: Full USPTO retrosynthesis dataset with 1.9M reactions from patents (1976-2016). Task: Predict the reactants needed to synthesize the given product. Given the product [Br:1][C:2]1[CH:7]=[CH:6][C:5]([CH2:8][CH2:9][OH:10])=[CH:4][C:3]=1[F:12], predict the reactants needed to synthesize it. The reactants are: [Br:1][C:2]1[CH:7]=[CH:6][C:5]([CH2:8][C:9](O)=[O:10])=[CH:4][C:3]=1[F:12].CO.